Dataset: Catalyst prediction with 721,799 reactions and 888 catalyst types from USPTO. Task: Predict which catalyst facilitates the given reaction. (1) Reactant: [N+:1]([C:4]1[CH:5]=[N:6][CH:7]=[CH:8][C:9]=1[N:10]1[CH2:15][CH2:14][CH2:13][C@H:12]([NH:16][C:17](=[O:26])[O:18][CH2:19][C:20]2[CH:25]=[CH:24][CH:23]=[CH:22][CH:21]=2)[CH2:11]1)([O-])=O.CC(O)=O.O. Product: [NH2:1][C:4]1[CH:5]=[N:6][CH:7]=[CH:8][C:9]=1[N:10]1[CH2:15][CH2:14][CH2:13][C@H:12]([NH:16][C:17](=[O:26])[O:18][CH2:19][C:20]2[CH:21]=[CH:22][CH:23]=[CH:24][CH:25]=2)[CH2:11]1. The catalyst class is: 292. (2) Reactant: Br[C:2]1[CH:3]=[C:4]([C:7]([O:9][CH3:10])=[O:8])[S:5][CH:6]=1.C([O-])([O-])=O.[K+].[K+].[CH3:17][N:18]1[C:22](B2OC(C)(C)C(C)(C)O2)=[CH:21][CH:20]=[N:19]1. Product: [CH3:17][N:18]1[C:22]([C:2]2[CH:3]=[C:4]([C:7]([O:9][CH3:10])=[O:8])[S:5][CH:6]=2)=[CH:21][CH:20]=[N:19]1. The catalyst class is: 70. (3) Reactant: [CH:1]1([N:4]([CH2:37][C:38]2[CH:43]=[C:42]([O:44][CH2:45][CH2:46][CH2:47][S:48]([CH3:51])(=[O:50])=[O:49])[N:41]=[C:40]([CH2:52][CH2:53][CH2:54][O:55][CH3:56])[CH:39]=2)[C:5](=[O:36])[CH:6]([CH2:16][C:17]2[CH:22]=[CH:21][C:20]([O:23][CH2:24][CH2:25][O:26][C:27]3[C:32]([Cl:33])=[CH:31][C:30]([CH3:34])=[CH:29][C:28]=3[Cl:35])=[CH:19][CH:18]=2)[CH2:7][NH:8][C:9](=[O:15])[O:10][C:11]([CH3:14])([CH3:13])[CH3:12])[CH2:3][CH2:2]1.ClC1C=C(C=CC=1)C(OO)=[O:62]. Product: [CH:1]1([N:4]([CH2:37][C:38]2[CH:43]=[C:42]([O:44][CH2:45][CH2:46][CH2:47][S:48]([CH3:51])(=[O:49])=[O:50])[N+:41]([O-:62])=[C:40]([CH2:52][CH2:53][CH2:54][O:55][CH3:56])[CH:39]=2)[C:5](=[O:36])[CH:6]([CH2:16][C:17]2[CH:22]=[CH:21][C:20]([O:23][CH2:24][CH2:25][O:26][C:27]3[C:32]([Cl:33])=[CH:31][C:30]([CH3:34])=[CH:29][C:28]=3[Cl:35])=[CH:19][CH:18]=2)[CH2:7][NH:8][C:9](=[O:15])[O:10][C:11]([CH3:13])([CH3:14])[CH3:12])[CH2:2][CH2:3]1. The catalyst class is: 4.